From a dataset of Peptide-MHC class II binding affinity with 134,281 pairs from IEDB. Regression. Given a peptide amino acid sequence and an MHC pseudo amino acid sequence, predict their binding affinity value. This is MHC class II binding data. The peptide sequence is MYYVSGARSNVTFTVK. The MHC is DRB1_0301 with pseudo-sequence DRB1_0301. The binding affinity (normalized) is 0.389.